From a dataset of Reaction yield outcomes from USPTO patents with 853,638 reactions. Predict the reaction yield, written as a fraction of the theoretical maximum amount of product (1.0 means a 100% yield; for example, 0.34 means a 34% yield). (1) The reactants are [N+:1]([C:4]1[CH:9]=[CH:8][CH:7]=[CH:6][C:5]=1[CH2:10][C:11](=O)[CH3:12])([O-])=O.[C]=O. The catalyst is C1([Fe](=C=O)=C=O)C=CC=C1.C1(C)C=CC=CC=1. The product is [CH3:12][C:11]1[NH:1][C:4]2[C:5]([CH:10]=1)=[CH:6][CH:7]=[CH:8][CH:9]=2. The yield is 0.890. (2) The reactants are [CH2:1]([N:3](C(C)C)[CH:4](C)C)C.[C:10]([C:13]1[CH:14]=[C:15]([C:30]([OH:32])=O)[CH:16]=[C:17]2[C:22]=1[O:21][C:20]([N:23]1[CH2:28][CH2:27][O:26][CH2:25][CH2:24]1)=[CH:19][C:18]2=[O:29])(=[O:12])[CH3:11].Cl.CNC. The catalyst is C(Cl)Cl. The product is [C:10]([C:13]1[CH:14]=[C:15]([C:30]([N:3]([CH3:4])[CH3:1])=[O:32])[CH:16]=[C:17]2[C:22]=1[O:21][C:20]([N:23]1[CH2:28][CH2:27][O:26][CH2:25][CH2:24]1)=[CH:19][C:18]2=[O:29])(=[O:12])[CH3:11]. The yield is 0.460. (3) The reactants are [CH3:1][N:2]([CH3:19])[CH:3]1[CH2:8][CH2:7][C:6]([C:9]2[C:17]3[C:12](=[CH:13][CH:14]=[C:15]([NH2:18])[CH:16]=3)[NH:11][CH:10]=2)=[CH:5][CH2:4]1.I.[S:21]1[CH:25]=[CH:24][CH:23]=[C:22]1[C:26](SC)=[NH:27]. The catalyst is CCO. The product is [CH3:1][N:2]([CH3:19])[CH:3]1[CH2:8][CH2:7][C:6]([C:9]2[C:17]3[C:12](=[CH:13][CH:14]=[C:15]([NH:18][C:26]([C:22]4[S:21][CH:25]=[CH:24][CH:23]=4)=[NH:27])[CH:16]=3)[NH:11][CH:10]=2)=[CH:5][CH2:4]1. The yield is 0.900. (4) The reactants are [CH2:1]([O:5][C:6]1[CH:13]=[CH:12][CH:11]=[CH:10][C:7]=1[C:8]#[N:9])[CH:2]([CH3:4])[CH3:3].[F:14][C:15]([F:20])([F:19])[C:16]([OH:18])=[O:17].C(OC1C=CC=CC=1CN)CC. No catalyst specified. The product is [F:14][C:15]([F:20])([F:19])[C:16]([OH:18])=[O:17].[CH2:1]([O:5][C:6]1[CH:13]=[CH:12][CH:11]=[CH:10][C:7]=1[CH2:8][NH2:9])[CH:2]([CH3:4])[CH3:3]. The yield is 1.00. (5) The reactants are [CH2:1]([O:8][C@H:9]([CH3:28])[C@H:10]([NH2:27])[C:11]1[N:15]([C:16]2[CH:21]=[CH:20][CH:19]=[CH:18][CH:17]=2)[C:14]2[CH:22]=[C:23]([F:26])[CH:24]=[CH:25][C:13]=2[N:12]=1)[C:2]1[CH:7]=[CH:6][CH:5]=[CH:4][CH:3]=1.Cl[C:30]1[N:38]=[CH:37][N:36]=[C:35]2[C:31]=1[N:32]=[CH:33][N:34]2C1CCCCO1.CCN(C(C)C)C(C)C. The catalyst is C(O)CCC. The product is [CH2:1]([O:8][C@H:9]([CH3:28])[C@H:10]([NH:27][C:30]1[N:38]=[CH:37][N:36]=[C:35]2[C:31]=1[NH:32][CH:33]=[N:34]2)[C:11]1[N:15]([C:16]2[CH:21]=[CH:20][CH:19]=[CH:18][CH:17]=2)[C:14]2[CH:22]=[C:23]([F:26])[CH:24]=[CH:25][C:13]=2[N:12]=1)[C:2]1[CH:3]=[CH:4][CH:5]=[CH:6][CH:7]=1. The yield is 0.960.